Dataset: Catalyst prediction with 721,799 reactions and 888 catalyst types from USPTO. Task: Predict which catalyst facilitates the given reaction. Reactant: [CH2:1]([O:3][C:4](=[O:26])[C:5](=P(C1C=CC=CC=1)(C1C=CC=CC=1)C1C=CC=CC=1)[CH3:6])[CH3:2].[CH2:27](O)[CH:28]=[O:29]. Product: [CH2:1]([O:3][C:4](=[O:26])[C:5]([CH3:6])=[CH:27][CH2:28][OH:29])[CH3:2]. The catalyst class is: 2.